Predict which catalyst facilitates the given reaction. From a dataset of Catalyst prediction with 721,799 reactions and 888 catalyst types from USPTO. Reactant: C([O:3][C:4](=O)[CH2:5][C:6]1[N:7]=[C:8]([NH:11][C:12](=[O:30])[CH:13]([C:20]2[CH:25]=[CH:24][C:23]([S:26]([CH3:29])(=[O:28])=[O:27])=[CH:22][CH:21]=2)[CH2:14][CH:15]2[CH2:19][CH2:18][CH2:17][CH2:16]2)[S:9][CH:10]=1)C.[H-].[Al+3].[Li+].[H-].[H-].[H-]. Product: [CH:15]1([CH2:14][CH:13]([C:20]2[CH:25]=[CH:24][C:23]([S:26]([CH3:29])(=[O:28])=[O:27])=[CH:22][CH:21]=2)[C:12]([NH:11][C:8]2[S:9][CH:10]=[C:6]([CH2:5][CH2:4][OH:3])[N:7]=2)=[O:30])[CH2:16][CH2:17][CH2:18][CH2:19]1. The catalyst class is: 27.